This data is from Full USPTO retrosynthesis dataset with 1.9M reactions from patents (1976-2016). The task is: Predict the reactants needed to synthesize the given product. (1) Given the product [F:1][C:2]1[CH:3]=[C:4]([C:15]23[CH2:22][CH2:21][C:18]([CH2:23][C:43]#[N:44])([CH2:19][CH2:20]2)[CH2:17][O:16]3)[CH:5]=[C:6]([O:8][CH:9]2[CH2:14][CH2:13][CH2:12][CH2:11][O:10]2)[CH:7]=1, predict the reactants needed to synthesize it. The reactants are: [F:1][C:2]1[CH:3]=[C:4]([C:15]23[CH2:22][CH2:21][C:18]([CH2:23]I)([CH2:19][CH2:20]2)[CH2:17][O:16]3)[CH:5]=[C:6]([O:8][CH:9]2[CH2:14][CH2:13][CH2:12][CH2:11][O:10]2)[CH:7]=1.C1OCCOCCOCCOCCOCCOC1.[C-:43]#[N:44].[Na+]. (2) Given the product [Br:10][C:11]1[CH:18]=[CH:17][C:14]([C:15]2[S:9][C:3]3[CH:4]=[C:5]([CH3:8])[CH:6]=[CH:7][C:2]=3[N:1]=2)=[CH:13][CH:12]=1, predict the reactants needed to synthesize it. The reactants are: [NH2:1][C:2]1[CH:7]=[CH:6][C:5]([CH3:8])=[CH:4][C:3]=1[SH:9].[Br:10][C:11]1[CH:18]=[CH:17][C:14]([CH:15]=O)=[CH:13][CH:12]=1.CC1C=CC(S(O)(=O)=O)=CC=1. (3) The reactants are: Cl[C:2]1[C:11]([O:12][CH3:13])=[N:10][C:9]2[C:4](=[CH:5][CH:6]=[C:7]([CH3:14])[CH:8]=2)[N:3]=1.[CH3:15][O:16][C:17]1[CH:24]=[C:23]([O:25][CH3:26])[CH:22]=[CH:21][C:18]=1[CH2:19][NH2:20].O. Given the product [CH3:15][O:16][C:17]1[CH:24]=[C:23]([O:25][CH3:26])[CH:22]=[CH:21][C:18]=1[CH2:19][NH:20][C:2]1[C:11]([O:12][CH3:13])=[N:10][C:9]2[C:4](=[CH:5][CH:6]=[C:7]([CH3:14])[CH:8]=2)[N:3]=1, predict the reactants needed to synthesize it. (4) The reactants are: [OH:1][CH2:2][C:3]1[CH:4]=[C:5]2[C:9](=[C:10]([N+:12]([O-:14])=[O:13])[CH:11]=1)[NH:8][C:7]([C:15]([NH:17][C@@H:18]([CH2:27][S:28][CH2:29][C:30]1[CH:35]=[CH:34][C:33]([O:36][CH3:37])=[CH:32][CH:31]=1)[CH2:19][O:20][C:21](=[O:26])[C:22]([CH3:25])([CH3:24])[CH3:23])=[O:16])=[CH:6]2.CCN(CC)CC.[C:45](Cl)(=[O:50])[C:46]([CH3:49])([CH3:48])[CH3:47]. Given the product [CH3:47][C:46]([CH3:49])([CH3:48])[C:45]([O:1][CH2:2][C:3]1[CH:4]=[C:5]2[C:9](=[C:10]([N+:12]([O-:14])=[O:13])[CH:11]=1)[NH:8][C:7]([C:15]([NH:17][C@@H:18]([CH2:27][S:28][CH2:29][C:30]1[CH:31]=[CH:32][C:33]([O:36][CH3:37])=[CH:34][CH:35]=1)[CH2:19][O:20][C:21](=[O:26])[C:22]([CH3:25])([CH3:24])[CH3:23])=[O:16])=[CH:6]2)=[O:50], predict the reactants needed to synthesize it.